From a dataset of Full USPTO retrosynthesis dataset with 1.9M reactions from patents (1976-2016). Predict the reactants needed to synthesize the given product. (1) Given the product [C:1]([C:5]1[CH:6]=[C:7]([CH:11]2[CH2:16][CH:15]([C:17]([OH:19])=[O:18])[CH2:14][CH2:13][N:12]2[C:21]([O:23][CH3:24])=[O:22])[CH:8]=[CH:9][CH:10]=1)([CH3:4])([CH3:2])[CH3:3], predict the reactants needed to synthesize it. The reactants are: [C:1]([C:5]1[CH:6]=[C:7]([CH:11]2[CH2:16][CH:15]([C:17]([O:19]C)=[O:18])[CH2:14][CH2:13][N:12]2[C:21]([O:23][CH3:24])=[O:22])[CH:8]=[CH:9][CH:10]=1)([CH3:4])([CH3:3])[CH3:2].[Br-].[Li+].C(N(CC)CC)C.CC(OC)(C)C. (2) Given the product [CH:22]1([C@@H:16]([C:12]2[CH:13]=[CH:14][CH:15]=[C:10]([O:9][CH2:8][C:6]3[CH:5]=[N:4][C:3]([C:25]4[CH:30]=[C:29]([O:31][CH3:32])[CH:28]=[CH:27][C:26]=4[F:33])=[C:2]([C:37]4[CH:38]=[C:39]([CH3:41])[CH:40]=[C:35]([CH3:34])[CH:36]=4)[N:7]=3)[CH:11]=2)[CH2:17][C:18]([O:20][CH3:21])=[O:19])[CH2:24][CH2:23]1, predict the reactants needed to synthesize it. The reactants are: Cl[C:2]1[N:7]=[C:6]([CH2:8][O:9][C:10]2[CH:11]=[C:12]([C@H:16]([CH:22]3[CH2:24][CH2:23]3)[CH2:17][C:18]([O:20][CH3:21])=[O:19])[CH:13]=[CH:14][CH:15]=2)[CH:5]=[N:4][C:3]=1[C:25]1[CH:30]=[C:29]([O:31][CH3:32])[CH:28]=[CH:27][C:26]=1[F:33].[CH3:34][C:35]1[CH:36]=[C:37](B(O)O)[CH:38]=[C:39]([CH3:41])[CH:40]=1.C([O-])([O-])=O.[Cs+].[Cs+]. (3) Given the product [NH2:13][C:11]1[S:12][C:2]([CH3:9])=[C:3]([C:4]([O:6][CH3:7])=[O:5])[N:10]=1, predict the reactants needed to synthesize it. The reactants are: Br[CH:2]([CH3:9])[C:3](=O)[C:4]([O:6][CH3:7])=[O:5].[NH2:10][C:11]([NH2:13])=[S:12]. (4) Given the product [N:21]1([C:24]2[CH:25]=[CH:26][C:27]([NH:28][C:2]3[N:7]=[C:6]([C:8]4[CH:13]=[CH:12][C:11]([NH:14][C:15](=[O:17])[CH3:16])=[CH:10][CH:9]=4)[CH:5]=[CH:4][N:3]=3)=[CH:29][CH:30]=2)[CH2:20][CH2:19][O:18][CH2:23][CH2:22]1, predict the reactants needed to synthesize it. The reactants are: Cl[C:2]1[N:7]=[C:6]([C:8]2[CH:13]=[CH:12][C:11]([NH:14][C:15](=[O:17])[CH3:16])=[CH:10][CH:9]=2)[CH:5]=[CH:4][N:3]=1.[O:18]1[CH2:23][CH2:22][N:21]([C:24]2[CH:30]=[CH:29][C:27]([NH2:28])=[CH:26][CH:25]=2)[CH2:20][CH2:19]1.C(O)CCC. (5) Given the product [O:18]1[CH2:2][CH2:3][CH2:4][CH2:5][CH2:6][CH2:7][CH2:8][C:1]1=[O:9], predict the reactants needed to synthesize it. The reactants are: [C:1]1(=[O:9])[CH2:8][CH2:7][CH2:6][CH2:5][CH2:4][CH2:3][CH2:2]1.ClC1C=CC=C(C(OO)=[O:18])C=1.C([O-])(O)=O.[Na+]. (6) Given the product [F:1][C:2]1[C:11]([CH3:12])=[CH:10][CH:9]=[C:8]([C:14]2[CH:19]=[CH:18][CH:17]=[CH:16][CH:15]=2)[C:3]=1[C:4]([O:6][CH3:7])=[O:5], predict the reactants needed to synthesize it. The reactants are: [F:1][C:2]1[C:11]([CH3:12])=[CH:10][CH:9]=[C:8](I)[C:3]=1[C:4]([O:6][CH3:7])=[O:5].[C:14]1(C)[CH:19]=[CH:18][CH:17]=[CH:16][CH:15]=1. (7) Given the product [C:12]([C:5]1[CH:6]=[N:7][C:8]2[CH:9]=[N:10][CH:11]=[C:2]([C:22]([O:25][CH3:26])=[O:24])[C:3]=2[CH:4]=1)(=[O:13])[NH2:14], predict the reactants needed to synthesize it. The reactants are: Br[C:2]1[CH:11]=[N:10][CH:9]=[C:8]2[C:3]=1[CH:4]=[C:5]([C:12]([NH2:14])=[O:13])[CH:6]=[N:7]2.C(N(CC)CC)C.[C:22]([O:25][CH2:26]C)(=[O:24])C. (8) Given the product [O:9]1[C:18]2[C:13](=[CH:14][C:15]([C:1](=[O:3])[CH3:2])=[CH:16][CH:17]=2)[CH2:12][CH2:11][CH2:10]1, predict the reactants needed to synthesize it. The reactants are: [C:1](Cl)(=[O:3])[CH3:2].[Cl-].[Cl-].[Cl-].[Al+3].[O:9]1[C:18]2[C:13](=[CH:14][CH:15]=[CH:16][CH:17]=2)[CH2:12][CH2:11][CH2:10]1.Cl. (9) Given the product [CH3:1][NH:2][CH:10]1[CH2:11][N:12]([C:14]2[C:15]3[N:16]([CH:25]=[N:26][N:27]=3)[C:17]3[CH:23]=[C:22]([CH3:24])[CH:21]=[N:20][C:18]=3[N:19]=2)[CH2:13]1, predict the reactants needed to synthesize it. The reactants are: [CH3:1][N:2]([CH:10]1[CH2:13][N:12]([C:14]2[C:15]3[N:16]([CH:25]=[N:26][N:27]=3)[C:17]3[CH:23]=[C:22]([CH3:24])[CH:21]=[N:20][C:18]=3[N:19]=2)[CH2:11]1)C(=O)OC(C)(C)C. (10) Given the product [CH2:22]([O:24][C:25](=[O:26])[NH:27][C:28]([NH:19][C:17]1[CH:18]=[C:13]2[CH:12]=[CH:11][CH:10]=[C:9]3[C:14]2=[C:15]([CH:16]=1)[C:20](=[O:21])[N:6]([CH2:5][CH2:4][N:2]([CH3:1])[CH3:3])[C:7]3=[O:8])=[O:29])[CH3:23], predict the reactants needed to synthesize it. The reactants are: [CH3:1][N:2]([CH2:4][CH2:5][N:6]1[C:20](=[O:21])[C:15]2=[CH:16][C:17]([NH2:19])=[CH:18][C:13]3[C:14]2=[C:9]([CH:10]=[CH:11][CH:12]=3)[C:7]1=[O:8])[CH3:3].[CH2:22]([O:24][C:25]([N:27]=[C:28]=[O:29])=[O:26])[CH3:23].